Dataset: Catalyst prediction with 721,799 reactions and 888 catalyst types from USPTO. Task: Predict which catalyst facilitates the given reaction. (1) Reactant: C[O:2][C:3]1[C:8]2[O:9][CH:10]([CH3:14])[C:11](=[O:13])[NH:12][C:7]=2[CH:6]=[C:5]([CH:15]=[O:16])[CH:4]=1.B(Br)(Br)Br. Product: [OH:2][C:3]1[C:8]2[O:9][CH:10]([CH3:14])[C:11](=[O:13])[NH:12][C:7]=2[CH:6]=[C:5]([CH:15]=[O:16])[CH:4]=1. The catalyst class is: 2. (2) Reactant: [C:1]([O:5][C:6]([N:8]1[C@H:12]([CH2:13][C:14]2[CH:19]=[CH:18][C:17]([C:20]3[CH:25]=[CH:24][CH:23]=[CH:22][CH:21]=3)=[CH:16][CH:15]=2)[CH2:11]/[C:10](=[CH:26]\N(C(C)C)C(C)C)/[C:9]1=[O:34])=[O:7])([CH3:4])([CH3:3])[CH3:2].[H][H]. Product: [C:1]([O:5][C:6]([N:8]1[C@H:12]([CH2:13][C:14]2[CH:15]=[CH:16][C:17]([C:20]3[CH:21]=[CH:22][CH:23]=[CH:24][CH:25]=3)=[CH:18][CH:19]=2)[CH2:11][C@@H:10]([CH3:26])[C:9]1=[O:34])=[O:7])([CH3:4])([CH3:2])[CH3:3].[C:1]([O:5][C:6]([N:8]1[C@H:12]([CH2:13][C:14]2[CH:15]=[CH:16][C:17]([C:20]3[CH:21]=[CH:22][CH:23]=[CH:24][CH:25]=3)=[CH:18][CH:19]=2)[CH2:11][C@H:10]([CH3:26])[C:9]1=[O:34])=[O:7])([CH3:4])([CH3:2])[CH3:3]. The catalyst class is: 153. (3) Reactant: [CH:1]1([CH2:4][CH:5]([C:10]2[CH:15]=[CH:14][C:13]([NH:16][CH:17]([CH3:19])[CH3:18])=[CH:12][N:11]=2)[C:6]([O:8]C)=[O:7])[CH2:3][CH2:2]1.C1COCC1.CO.O.[OH-].[Li+]. Product: [CH:1]1([CH2:4][CH:5]([C:10]2[CH:15]=[CH:14][C:13]([NH:16][CH:17]([CH3:19])[CH3:18])=[CH:12][N:11]=2)[C:6]([OH:8])=[O:7])[CH2:3][CH2:2]1. The catalyst class is: 6. (4) Reactant: C[O:2][C:3](=[O:58])[C:4]1[CH:9]=[CH:8][C:7]([O:10][CH2:11][CH2:12][O:13][C:14]2[C:19]([C:20]3[CH:25]=[CH:24][CH:23]=[C:22]([C:26]([F:29])([F:28])[F:27])[CH:21]=3)=[CH:18][C:17]([C:30](=[O:46])[NH:31][CH2:32][CH2:33][CH2:34][CH2:35][CH2:36][CH2:37][CH2:38][CH2:39][C:40]3[CH:45]=[CH:44][CH:43]=[CH:42][CH:41]=3)=[CH:16][C:15]=2[C:47]2[CH:52]=[CH:51][CH:50]=[C:49]([C:53]([F:56])([F:55])[F:54])[CH:48]=2)=[CH:6][C:5]=1[OH:57].[OH-].[Na+].Cl. Product: [OH:57][C:5]1[CH:6]=[C:7]([O:10][CH2:11][CH2:12][O:13][C:14]2[C:15]([C:47]3[CH:52]=[CH:51][CH:50]=[C:49]([C:53]([F:54])([F:55])[F:56])[CH:48]=3)=[CH:16][C:17]([C:30](=[O:46])[NH:31][CH2:32][CH2:33][CH2:34][CH2:35][CH2:36][CH2:37][CH2:38][CH2:39][C:40]3[CH:45]=[CH:44][CH:43]=[CH:42][CH:41]=3)=[CH:18][C:19]=2[C:20]2[CH:25]=[CH:24][CH:23]=[C:22]([C:26]([F:27])([F:28])[F:29])[CH:21]=2)[CH:8]=[CH:9][C:4]=1[C:3]([OH:58])=[O:2]. The catalyst class is: 88.